From a dataset of Catalyst prediction with 721,799 reactions and 888 catalyst types from USPTO. Predict which catalyst facilitates the given reaction. (1) Reactant: [CH3:1][O:2][C:3]1[CH:4]=[C:5]([CH:9]=[CH:10][C:11]=1[N+:12]([O-:14])=[O:13])[C:6](Cl)=[O:7].C(N(CC)CC)C.[CH:22]1[N:23]=[CH:24][N:25]2[CH:30]=[CH:29][CH:28]=[CH:27][C:26]=12. Product: [CH:22]1[N:23]=[C:24]([C:6]([C:5]2[CH:9]=[CH:10][C:11]([N+:12]([O-:14])=[O:13])=[C:3]([O:2][CH3:1])[CH:4]=2)=[O:7])[N:25]2[CH:30]=[CH:29][CH:28]=[CH:27][C:26]=12. The catalyst class is: 26. (2) Reactant: [CH:1]1([NH:4][C:5](=[O:30])[C:6]2[CH:11]=[CH:10][C:9]([CH3:12])=[C:8]([C:13]3[CH:14]=[C:15]4[C:20](=[CH:21][CH:22]=3)[C:19]([N:23]3[CH2:28][CH2:27][C:26](=[O:29])[CH2:25][CH2:24]3)=[N:18][N:17]=[CH:16]4)[CH:7]=2)[CH2:3][CH2:2]1.[CH:31]([Mg]Cl)([CH3:33])[CH3:32]. Product: [CH:1]1([NH:4][C:5](=[O:30])[C:6]2[CH:11]=[CH:10][C:9]([CH3:12])=[C:8]([C:13]3[CH:14]=[C:15]4[C:20](=[CH:21][CH:22]=3)[C:19]([N:23]3[CH2:24][CH2:25][C:26]([OH:29])([CH:31]([CH3:33])[CH3:32])[CH2:27][CH2:28]3)=[N:18][N:17]=[CH:16]4)[CH:7]=2)[CH2:2][CH2:3]1. The catalyst class is: 1. (3) Reactant: [H-].[Al+3].[Li+].[H-].[H-].[H-].[C:7]([N:15]1[CH2:28][CH2:27][C:26]2[C:25]3[CH:24]=[CH:23][C:22]([C:29]4[CH:34]=[CH:33][CH:32]=[CH:31][CH:30]=4)=[CH:21][C:20]=3[NH:19][C:18]=2[CH2:17][CH2:16]1)(=O)[C:8]1[CH:13]=[CH:12][CH:11]=[CH:10][CH:9]=1.CCOC(C)=O.CCCCCCC. Product: [CH2:7]([N:15]1[CH2:28][CH2:27][C:26]2[C:25]3[CH:24]=[CH:23][C:22]([C:29]4[CH:34]=[CH:33][CH:32]=[CH:31][CH:30]=4)=[CH:21][C:20]=3[NH:19][C:18]=2[CH2:17][CH2:16]1)[C:8]1[CH:9]=[CH:10][CH:11]=[CH:12][CH:13]=1. The catalyst class is: 7.